From a dataset of Forward reaction prediction with 1.9M reactions from USPTO patents (1976-2016). Predict the product of the given reaction. Given the reactants [CH:1]([C:4]1[CH:5]=[C:6]([CH:9]=[CH:10][C:11]=1[O:12][CH3:13])[CH:7]=O)([CH3:3])[CH3:2].[CH3:14][C:15]1[C:23]([Cl:24])=[CH:22][CH:21]=[C:20]2[C:16]=1[CH2:17][C:18](=[O:25])[NH:19]2, predict the reaction product. The product is: [Cl:24][C:23]1[C:15]([CH3:14])=[C:16]2[C:20](=[CH:21][CH:22]=1)[NH:19][C:18](=[O:25])[C:17]2=[CH:7][C:6]1[CH:9]=[CH:10][C:11]([O:12][CH3:13])=[C:4]([CH:1]([CH3:3])[CH3:2])[CH:5]=1.